This data is from Full USPTO retrosynthesis dataset with 1.9M reactions from patents (1976-2016). The task is: Predict the reactants needed to synthesize the given product. (1) The reactants are: C[O:2][C:3](=[O:32])[CH2:4][CH2:5][S:6][CH:7]1[C:11]2[C:12]([O:21][CH3:22])=[C:13]3[C:18](=[C:19]([OH:20])[C:10]=2[C:9](=[O:23])[N:8]1[CH2:24][C:25]1[CH:30]=[CH:29][C:28]([F:31])=[CH:27][CH:26]=1)[N:17]=[CH:16][CH:15]=[CH:14]3.O.CO.[Li+].[OH-]. Given the product [F:31][C:28]1[CH:27]=[CH:26][C:25]([CH2:24][N:8]2[C:9](=[O:23])[C:10]3[C:19]([OH:20])=[C:18]4[C:13]([CH:14]=[CH:15][CH:16]=[N:17]4)=[C:12]([O:21][CH3:22])[C:11]=3[CH:7]2[S:6][CH2:5][CH2:4][C:3]([OH:32])=[O:2])=[CH:30][CH:29]=1, predict the reactants needed to synthesize it. (2) Given the product [OH:3][C:4]1[CH:13]=[C:12]([O:14][CH:15]2[CH2:16][CH2:17][N:18]([S:21]([CH3:24])(=[O:23])=[O:22])[CH2:19][CH2:20]2)[CH:11]=[CH:10][C:5]=1[C:6]([OH:8])=[O:7], predict the reactants needed to synthesize it. The reactants are: [OH-].[Na+].[OH:3][C:4]1[CH:13]=[C:12]([O:14][CH:15]2[CH2:20][CH2:19][N:18]([S:21]([CH3:24])(=[O:23])=[O:22])[CH2:17][CH2:16]2)[CH:11]=[CH:10][C:5]=1[C:6]([O:8]C)=[O:7].O.Cl.